The task is: Binary Classification. Given a T-cell receptor sequence (or CDR3 region) and an epitope sequence, predict whether binding occurs between them.. This data is from TCR-epitope binding with 47,182 pairs between 192 epitopes and 23,139 TCRs. (1) The epitope is QASQEVKNW. The TCR CDR3 sequence is CASSSGDETQYF. Result: 1 (the TCR binds to the epitope). (2) The epitope is MPASWVMRI. Result: 1 (the TCR binds to the epitope). The TCR CDR3 sequence is CASSQDGGQVPYEQYF. (3) The epitope is DATYQRTRALVR. Result: 1 (the TCR binds to the epitope). The TCR CDR3 sequence is CASNPVIGDEQYF. (4) The epitope is KLGGALQAK. The TCR CDR3 sequence is CASSEVGLAEDTQYF. Result: 1 (the TCR binds to the epitope). (5) The epitope is FLLNKEMYL. The TCR CDR3 sequence is CAIREGPTNEKLFF. Result: 0 (the TCR does not bind to the epitope). (6) The epitope is IQYIDIGNY. The TCR CDR3 sequence is CASSRSAGPYNEQFF. Result: 1 (the TCR binds to the epitope). (7) The epitope is ALLADKFPV. The TCR CDR3 sequence is CASSLARDSNQPQHF. Result: 0 (the TCR does not bind to the epitope). (8) The epitope is PROT_97E67BCC. The TCR CDR3 sequence is CASSPVAVSNQPQHF. Result: 1 (the TCR binds to the epitope). (9) The epitope is QASQEVKNW. The TCR CDR3 sequence is CASSQDAKQPQHF. Result: 0 (the TCR does not bind to the epitope).